Task: Predict the reactants needed to synthesize the given product.. Dataset: Full USPTO retrosynthesis dataset with 1.9M reactions from patents (1976-2016) (1) Given the product [CH3:32][O:31][C:29](=[O:30])[C:28]1[CH:33]=[CH:34][CH:35]=[C:26]([CH2:25][O:23][C:4]2[CH:5]=[CH:6][C:7]([CH:8]([CH3:22])[C:9]([OH:21])([C:14]3[CH:19]=[N:18][C:17]([CH3:20])=[CH:16][N:15]=3)[C:10]([F:13])([F:11])[F:12])=[C:2]([Cl:1])[CH:3]=2)[CH:27]=1, predict the reactants needed to synthesize it. The reactants are: [Cl:1][C:2]1[CH:3]=[C:4]([OH:23])[CH:5]=[CH:6][C:7]=1[CH:8]([CH3:22])[C:9]([OH:21])([C:14]1[CH:19]=[N:18][C:17]([CH3:20])=[CH:16][N:15]=1)[C:10]([F:13])([F:12])[F:11].Br[CH2:25][C:26]1[CH:27]=[C:28]([CH:33]=[CH:34][CH:35]=1)[C:29]([O:31][CH3:32])=[O:30].C(=O)([O-])[O-].[K+].[K+]. (2) Given the product [C:1]([O:5][C:6]([N:8]1[C:16]2[C:11](=[CH:12][CH:13]=[C:14]([NH2:17])[CH:15]=2)[C:10]([N:20]([C:29]([O:31][C:32]([CH3:35])([CH3:34])[CH3:33])=[O:30])[CH2:21][CH2:22][N:23]2[CH2:24][CH2:25][CH2:26][CH2:27][CH2:28]2)=[N:9]1)=[O:7])([CH3:4])([CH3:3])[CH3:2], predict the reactants needed to synthesize it. The reactants are: [C:1]([O:5][C:6]([N:8]1[C:16]2[C:11](=[CH:12][CH:13]=[C:14]([N+:17]([O-])=O)[CH:15]=2)[C:10]([N:20]([C:29]([O:31][C:32]([CH3:35])([CH3:34])[CH3:33])=[O:30])[CH2:21][CH2:22][N:23]2[CH2:28][CH2:27][CH2:26][CH2:25][CH2:24]2)=[N:9]1)=[O:7])([CH3:4])([CH3:3])[CH3:2]. (3) Given the product [ClH:34].[F:1][C:2]1[CH:7]=[CH:6][C:5]([C@H:8]2[CH2:9][CH2:10][N:11]([C:13]([C@@H:10]3[CH2:9][C@H:8]([C:40]4[CH:39]=[CH:5][CH:4]=[CH:3][C:2]=4[F:1])[CH2:12][NH:11]3)=[O:14])[CH2:12]2)=[CH:4][CH:3]=1, predict the reactants needed to synthesize it. The reactants are: [F:1][C:2]1[CH:7]=[CH:6][C:5]([C@@H:8]2[CH2:12][N:11]([C:13](OC(C)(C)C)=[O:14])[C@H:10]([C:13]([N:11]3[CH2:10][CH2:9][C@H:8]([C:5]4[CH:6]=[CH:7][C:2]([F:1])=[CH:3][CH:4]=4)[CH2:12]3)=[O:14])[CH2:9]2)=[CH:4][CH:3]=1.[ClH:34].O1[CH2:40][CH2:39]OCC1. (4) Given the product [CH:18]1([CH2:17][O:9][C:6]2[CH:7]=[CH:8][C:3]([CH2:2][OH:1])=[CH:4][CH:5]=2)[CH2:21][CH2:20][CH2:19]1, predict the reactants needed to synthesize it. The reactants are: [OH:1][CH2:2][C:3]1[CH:8]=[CH:7][C:6]([OH:9])=[CH:5][CH:4]=1.C(=O)([O-])[O-].[K+].[K+].Br[CH2:17][CH:18]1[CH2:21][CH2:20][CH2:19]1.O. (5) Given the product [CH:41]1([N:25]([CH2:26][C:27]2[C:35]3[C:30](=[CH:31][CH:32]=[CH:33][CH:34]=3)[N:29]([CH2:36][CH2:37][CH2:38][O:39][CH3:40])[CH:28]=2)[C:24]([C@H:22]2[CH2:21][C@@H:20]([NH:45][C:58]([NH:57][CH2:50][C:51]3[CH:56]=[CH:55][CH:54]=[CH:53][CH:52]=3)=[O:59])[CH2:19][NH:18][CH2:23]2)=[O:44])[CH2:43][CH2:42]1, predict the reactants needed to synthesize it. The reactants are: C1C2C(COC([N:18]3[CH2:23][C@@H:22]([C:24](=[O:44])[N:25]([CH:41]4[CH2:43][CH2:42]4)[CH2:26][C:27]4[C:35]5[C:30](=[CH:31][CH:32]=[CH:33][CH:34]=5)[N:29]([CH2:36][CH2:37][CH2:38][O:39][CH3:40])[CH:28]=4)[CH2:21][C@@H:20]([NH2:45])[CH2:19]3)=O)C3C(=CC=CC=3)C=2C=CC=1.ClC(Cl)C.[CH2:50]([N:57]=[C:58]=[O:59])[C:51]1[CH:56]=[CH:55][CH:54]=[CH:53][CH:52]=1.